Predict the reaction yield, written as a fraction of the theoretical maximum amount of product (1.0 means a 100% yield; for example, 0.34 means a 34% yield). From a dataset of Reaction yield outcomes from USPTO patents with 853,638 reactions. (1) The reactants are [C:1]12([CH2:11]O)C[CH:5]3[CH2:6][CH:7]([CH2:9][CH:3]([CH2:4]3)C1)[CH2:8]2.[OH:13][C:14]1[CH:15]=[C:16]2[C:21](=[CH:22][CH:23]=1)[N:20]=[CH:19][CH:18]=[CH:17]2.C1(P(C2C=CC=CC=2)C2C=CC=CC=2)C=CC=CC=1.[N:43](C(OCC)=O)=NC(OCC)=O. The catalyst is O1CCCC1. The product is [N:20]1[C:21]2[C:16](=[CH:15][C:14]([O:13][C:5]3[CH:6]=[C:7]4[C:9](=[CH:3][CH:4]=3)[N:43]=[CH:11][CH:1]=[CH:8]4)=[CH:23][CH:22]=2)[CH:17]=[CH:18][CH:19]=1. The yield is 0.180. (2) The reactants are [CH2:1]([O:3][P:4]([CH:6]([NH:10][C:11]([O:13][CH2:14][C:15]1[CH:20]=[CH:19][CH:18]=[CH:17][CH:16]=1)=[O:12])[CH:7]([CH3:9])[CH3:8])[OH:5])[CH3:2].CCN(C(C)C)C(C)C.C[Si](Cl)(C)C.[CH3:35][O:36][C:37](=[O:55])[C:38]([C:40]1[CH:45]=[CH:44][CH:43]=[C:42]([CH2:46][NH:47][C:48]([O:50][C:51]([CH3:54])([CH3:53])[CH3:52])=[O:49])[CH:41]=1)=[CH2:39]. The catalyst is C(Cl)Cl. The product is [CH3:35][O:36][C:37](=[O:55])[CH:38]([C:40]1[CH:45]=[CH:44][CH:43]=[C:42]([CH2:46][NH:47][C:48]([O:50][C:51]([CH3:54])([CH3:53])[CH3:52])=[O:49])[CH:41]=1)[CH2:39][P:4]([CH:6]([NH:10][C:11]([O:13][CH2:14][C:15]1[CH:16]=[CH:17][CH:18]=[CH:19][CH:20]=1)=[O:12])[CH:7]([CH3:9])[CH3:8])([O:3][CH2:1][CH3:2])=[O:5]. The yield is 0.810. (3) The reactants are [CH2:1]([NH:4][C:5]([C:7]1=[CH:8][C:9]2[CH:25]=[CH:24][C:23]([C:26]3[CH:31]=[CH:30][C:29]([C:32]([N:34]4[CH2:38][CH2:37][CH2:36][CH2:35]4)=[O:33])=[CH:28][CH:27]=3)=[CH:22][C:10]=2[N:11]=[C:12]([NH:14]C(=O)OC(C)(C)C)[CH2:13]1)=[O:6])[CH2:2][CH3:3].FC(F)(F)C(O)=O.C([O-])(O)=O.[Na+]. The catalyst is C(Cl)Cl. The product is [NH2:14][C:12]1[CH2:13][C:7]([C:5]([NH:4][CH2:1][CH2:2][CH3:3])=[O:6])=[CH:8][C:9]2[CH:25]=[CH:24][C:23]([C:26]3[CH:31]=[CH:30][C:29]([C:32]([N:34]4[CH2:38][CH2:37][CH2:36][CH2:35]4)=[O:33])=[CH:28][CH:27]=3)=[CH:22][C:10]=2[N:11]=1. The yield is 0.0700.